Dataset: Full USPTO retrosynthesis dataset with 1.9M reactions from patents (1976-2016). Task: Predict the reactants needed to synthesize the given product. Given the product [C:1]([C:5]1[N:6]=[C:7]([N:16]2[CH2:20][CH2:19][C:18]([F:21])([F:22])[CH2:17]2)[C:8]2[N:13]=[N:12][N:11]([CH2:14][C:15]3[C:46]([F:50])=[CH:47][CH:48]=[CH:49][C:44]=3[Cl:43])[C:9]=2[N:10]=1)([CH3:2])([CH3:3])[CH3:4], predict the reactants needed to synthesize it. The reactants are: [C:1]([C:5]1[N:6]=[C:7]([N:16]2[CH2:20][CH2:19][C:18]([F:22])([F:21])[CH2:17]2)[C:8]2[N:13]=[N:12][N:11]([CH2:14][CH3:15])[C:9]=2[N:10]=1)([CH3:4])([CH3:3])[CH3:2].C(C1N=C(N2CCC(F)(F)C2)C2N=NNC=2N=1)(C)(C)C.[Cl:43][C:44]1[CH:49]=[CH:48][CH:47]=[C:46]([F:50])C=1CCl.